From a dataset of NCI-60 drug combinations with 297,098 pairs across 59 cell lines. Regression. Given two drug SMILES strings and cell line genomic features, predict the synergy score measuring deviation from expected non-interaction effect. Drug 1: CC12CCC3C(C1CCC2=O)CC(=C)C4=CC(=O)C=CC34C. Drug 2: CCC1(CC2CC(C3=C(CCN(C2)C1)C4=CC=CC=C4N3)(C5=C(C=C6C(=C5)C78CCN9C7C(C=CC9)(C(C(C8N6C=O)(C(=O)OC)O)OC(=O)C)CC)OC)C(=O)OC)O.OS(=O)(=O)O. Cell line: COLO 205. Synergy scores: CSS=71.1, Synergy_ZIP=4.88, Synergy_Bliss=7.37, Synergy_Loewe=-12.5, Synergy_HSA=6.20.